Dataset: Catalyst prediction with 721,799 reactions and 888 catalyst types from USPTO. Task: Predict which catalyst facilitates the given reaction. Reactant: C[O:2][C:3](=[O:26])[C@@H:4]([N:12]1[CH2:16][C:15]([O:17][C:18]2[CH:23]=[CH:22][CH:21]=[C:20]([F:24])[CH:19]=2)=[CH:14][C:13]1=[O:25])[CH2:5][CH:6]1[CH2:11][CH2:10][CH2:9][CH2:8][CH2:7]1.[OH-].[Li+]. Product: [CH:6]1([CH2:5][C@H:4]([N:12]2[CH2:16][C:15]([O:17][C:18]3[CH:23]=[CH:22][CH:21]=[C:20]([F:24])[CH:19]=3)=[CH:14][C:13]2=[O:25])[C:3]([OH:26])=[O:2])[CH2:11][CH2:10][CH2:9][CH2:8][CH2:7]1. The catalyst class is: 30.